From a dataset of Forward reaction prediction with 1.9M reactions from USPTO patents (1976-2016). Predict the product of the given reaction. (1) Given the reactants [CH2:1]([CH:8]1[NH:14][CH2:13][CH2:12][CH2:11][N:10]2[CH:15]=[CH:16][CH:17]=[C:9]12)[C:2]1[CH:7]=[CH:6][CH:5]=[CH:4][CH:3]=1.[Cl:18][C:19]1[CH:24]=[C:23]([Cl:25])[CH:22]=[CH:21][C:20]=1[N:26]=[C:27]=[O:28], predict the reaction product. The product is: [CH2:1]([CH:8]1[N:14]([C:27]([NH:26][C:20]2[CH:21]=[CH:22][C:23]([Cl:25])=[CH:24][C:19]=2[Cl:18])=[O:28])[CH2:13][CH2:12][CH2:11][N:10]2[CH:15]=[CH:16][CH:17]=[C:9]12)[C:2]1[CH:3]=[CH:4][CH:5]=[CH:6][CH:7]=1. (2) Given the reactants [Br:1][C:2]1[CH:3]=[C:4]2[C:9](=[CH:10][CH:11]=1)[C:8]([CH2:13][CH3:14])(O)[CH2:7][CH2:6][C:5]2([CH3:16])[CH3:15].C1(C)C=CC(S(O)(=O)=O)=CC=1, predict the reaction product. The product is: [Br:1][C:2]1[CH:3]=[C:4]2[C:9]([C:8]([CH2:13][CH3:14])=[CH:7][CH2:6][C:5]2([CH3:15])[CH3:16])=[CH:10][CH:11]=1.